This data is from Forward reaction prediction with 1.9M reactions from USPTO patents (1976-2016). The task is: Predict the product of the given reaction. (1) Given the reactants [Cl:1][CH2:2][CH2:3][CH2:4][C:5]([NH:7][C:8]1[CH:13]=[CH:12][CH:11]=[CH:10][C:9]=1[C@H:14]1[C:23]2[C:18](=[C:19]([Cl:25])[CH:20]=[C:21]([Cl:24])[CH:22]=2)[CH2:17][N:16]([CH3:26])[CH2:15]1)=[O:6].CS(C)=O.C(=O)([O-])[O-].[K+].[K+], predict the reaction product. The product is: [ClH:1].[Cl:24][C:21]1[CH:22]=[C:23]2[C:18](=[C:19]([Cl:25])[CH:20]=1)[CH2:17][N:16]([CH3:26])[CH2:15][C@H:14]2[C:9]1[CH:10]=[CH:11][CH:12]=[CH:13][C:8]=1[N:7]1[CH2:2][CH2:3][CH2:4][C:5]1=[O:6]. (2) Given the reactants [CH2:1]([C:3]1[C:4]([NH:20][C@H:21]2[C@@H:25]([O:26][CH2:27][CH3:28])[CH2:24][N:23](C(OCC3C=CC=CC=3)=O)[CH2:22]2)=[N:5][C:6]([CH2:18][CH3:19])=[C:7]([C:9]2[C:10]([CH3:17])=[N:11][C:12]([O:15][CH3:16])=[CH:13][CH:14]=2)[N:8]=1)[CH3:2].C1CC=CCC=1, predict the reaction product. The product is: [CH2:27]([O:26][C@H:25]1[CH2:24][NH:23][CH2:22][C@H:21]1[NH:20][C:4]1[C:3]([CH2:1][CH3:2])=[N:8][C:7]([C:9]2[C:10]([CH3:17])=[N:11][C:12]([O:15][CH3:16])=[CH:13][CH:14]=2)=[C:6]([CH2:18][CH3:19])[N:5]=1)[CH3:28].